Dataset: Forward reaction prediction with 1.9M reactions from USPTO patents (1976-2016). Task: Predict the product of the given reaction. (1) Given the reactants [CH2:1]([O:8][C:9]1[CH:10]=[C:11]([CH:24]=[CH:25][C:26]=1[O:27][CH2:28][C:29]1[CH:34]=[CH:33][CH:32]=[CH:31][CH:30]=1)[C:12]1[O:13][C:14]2[C:19]([C:20](=[O:22])[CH:21]=1)=[CH:18][C:17]([OH:23])=[CH:16][CH:15]=2)[C:2]1[CH:7]=[CH:6][CH:5]=[CH:4][CH:3]=1.[H-].[Na+].[CH2:37]([CH:39]1[O:41][CH2:40]1)Cl, predict the reaction product. The product is: [CH2:1]([O:8][C:9]1[CH:10]=[C:11]([CH:24]=[CH:25][C:26]=1[O:27][CH2:28][C:29]1[CH:34]=[CH:33][CH:32]=[CH:31][CH:30]=1)[C:12]1[O:13][C:14]2[C:19]([C:20](=[O:22])[CH:21]=1)=[CH:18][C:17]([O:23][CH2:37][CH:39]1[O:41][CH2:40]1)=[CH:16][CH:15]=2)[C:2]1[CH:3]=[CH:4][CH:5]=[CH:6][CH:7]=1. (2) Given the reactants [CH:1]1([CH2:4][O:5][C:6]2[CH:11]=[C:10]([O:12][CH3:13])[C:9]([F:14])=[CH:8][C:7]=2[C:15]2[C:16]3[NH:23][C:22]([CH3:24])=[C:21]([C:25]([O:27][CH2:28][CH3:29])=[O:26])[C:17]=3[N:18]=[CH:19][N:20]=2)[CH2:3][CH2:2]1.Cl[CH2:31][O:32][CH2:33][CH2:34][Si:35]([CH3:38])([CH3:37])[CH3:36], predict the reaction product. The product is: [CH:1]1([CH2:4][O:5][C:6]2[CH:11]=[C:10]([O:12][CH3:13])[C:9]([F:14])=[CH:8][C:7]=2[C:15]2[C:16]3[N:23]([CH2:31][O:32][CH2:33][CH2:34][Si:35]([CH3:38])([CH3:37])[CH3:36])[C:22]([CH3:24])=[C:21]([C:25]([O:27][CH2:28][CH3:29])=[O:26])[C:17]=3[N:18]=[CH:19][N:20]=2)[CH2:3][CH2:2]1. (3) Given the reactants [Cl:1][C:2]1[CH:28]=[CH:27][C:5]2[N:6]3[C:10]([CH2:11][NH:12][CH2:13][C:4]=2[CH:3]=1)=[N:9][N:8]=[C:7]3[C@H:14]1[CH2:19][CH2:18][C@H:17]([C:20]2[C:25]([F:26])=[CH:24][CH:23]=[CH:22][N:21]=2)[CH2:16][CH2:15]1.C(N(CC)CC)C.[C:36](Cl)(=[O:38])[CH3:37], predict the reaction product. The product is: [Cl:1][C:2]1[CH:28]=[CH:27][C:5]2[N:6]3[C:10]([CH2:11][N:12]([C:36](=[O:38])[CH3:37])[CH2:13][C:4]=2[CH:3]=1)=[N:9][N:8]=[C:7]3[C@H:14]1[CH2:19][CH2:18][C@H:17]([C:20]2[C:25]([F:26])=[CH:24][CH:23]=[CH:22][N:21]=2)[CH2:16][CH2:15]1. (4) Given the reactants [NH2:1][C:2]1[CH:7]=[CH:6][C:5]([Br:8])=[CH:4][C:3]=1[C:9]([OH:12])([CH3:11])[CH3:10].[C:13](N1C=CN=C1)(N1C=CN=C1)=[O:14], predict the reaction product. The product is: [Br:8][C:5]1[CH:6]=[CH:7][C:2]2[NH:1][C:13](=[O:14])[O:12][C:9]([CH3:10])([CH3:11])[C:3]=2[CH:4]=1. (5) Given the reactants [H-].[Al+3].[Li+].[H-].[H-].[H-].C[O:8][C:9](=O)[C:10]1[CH:15]=[C:14]([C:16]([F:19])([F:18])[F:17])[CH:13]=[C:12]([NH2:20])[CH:11]=1.C(OCC)C, predict the reaction product. The product is: [NH2:20][C:12]1[CH:11]=[C:10]([CH2:9][OH:8])[CH:15]=[C:14]([C:16]([F:17])([F:18])[F:19])[CH:13]=1. (6) Given the reactants [CH2:1]([C:3]1[S:7][C:6]2=[N:8][C:9]([C:11]3[O:12][C:13]4[C:19]([O:20]C)=[CH:18][CH:17]=[CH:16][C:14]=4[CH:15]=3)=[CH:10][N:5]2[N:4]=1)[CH3:2].B(Br)(Br)Br.CCOCC.CO, predict the reaction product. The product is: [CH2:1]([C:3]1[S:7][C:6]2=[N:8][C:9]([C:11]3[O:12][C:13]4[C:19]([OH:20])=[CH:18][CH:17]=[CH:16][C:14]=4[CH:15]=3)=[CH:10][N:5]2[N:4]=1)[CH3:2]. (7) Given the reactants [F:1][C:2]1[CH:19]=[CH:18][C:5]([CH2:6][C:7]2[CH:8]=[C:9]3[NH:15][CH2:14][C:13]([CH3:17])([CH3:16])[C:10]3=[N:11][CH:12]=2)=[CH:4][CH:3]=1.[Cl:20][CH2:21][C:22](Cl)=[O:23], predict the reaction product. The product is: [ClH:20].[Cl:20][CH2:21][C:22]([N:15]1[C:9]2[C:10](=[N:11][CH:12]=[C:7]([CH2:6][C:5]3[CH:4]=[CH:3][C:2]([F:1])=[CH:19][CH:18]=3)[CH:8]=2)[C:13]([CH3:17])([CH3:16])[CH2:14]1)=[O:23].